From a dataset of Full USPTO retrosynthesis dataset with 1.9M reactions from patents (1976-2016). Predict the reactants needed to synthesize the given product. (1) Given the product [CH2:25]([N:31]1[CH2:2][CH:3]2[CH:5]([C:4]2([C:12]2[CH:13]=[C:14]([CH:15]=[CH:16][CH:17]=2)[C:18]#[N:19])[CH3:11])[C:6]1=[O:8])[CH2:26][CH2:27][CH2:28][CH2:29][CH3:30], predict the reactants needed to synthesize it. The reactants are: Cl[CH2:2][CH:3]1[CH:5]([C:6]([O:8]CC)=O)[C:4]1([C:12]1[CH:17]=[CH:16][CH:15]=[C:14]([C:18]#[N:19])[CH:13]=1)[CH3:11].C(=O)([O-])O.[Na+].[CH2:25]([NH2:31])[CH2:26][CH2:27][CH2:28][CH2:29][CH3:30]. (2) Given the product [CH:5]1[C:6]([C@H:7]2[C@H:12]([CH2:13][O:14][C:15]3[CH:16]=[CH:17][C:18]4[O:23][CH2:22][O:21][C:19]=4[CH:20]=3)[CH2:11][NH:10][CH2:9][CH2:8]2)=[CH:1][CH:2]=[C:3]([F:24])[CH:4]=1, predict the reactants needed to synthesize it. The reactants are: [CH:1]1[C:6]([C@H:7]2[C@H:12]([CH2:13][O:14][C:15]3[CH:16]=[CH:17][C:18]4[O:23][CH2:22][O:21][C:19]=4[CH:20]=3)[CH2:11][NH:10][CH2:9][CH2:8]2)=[CH:5][CH:4]=[C:3]([F:24])[CH:2]=1.C1(NC(=O)[O-])C=CC=CC=1.[OH-].[K+]. (3) Given the product [Cl:42][C:39]1[CH:40]=[C:41]2[NH:8][C:9](=[O:43])[C:10]3([CH:15]([C:16]4[CH:21]=[CH:20][CH:19]=[C:18]([Cl:22])[CH:17]=4)[CH2:14][C:13](=[O:23])[N:12]([CH2:24][C:25]([O:27][CH3:28])=[O:26])[CH:11]3[C:29]3[CH:34]=[CH:33][CH:32]=[CH:31][C:30]=3[CH3:35])[C:36]2=[CH:37][CH:38]=1, predict the reactants needed to synthesize it. The reactants are: C(OC([N:8]1[C:41]2[C:36](=[CH:37][CH:38]=[C:39]([Cl:42])[CH:40]=2)[C:10]2([CH:15]([C:16]3[CH:21]=[CH:20][CH:19]=[C:18]([Cl:22])[CH:17]=3)[CH2:14][C:13](=[O:23])[N:12]([CH2:24][C:25]([O:27][CH3:28])=[O:26])[CH:11]2[C:29]2[CH:34]=[CH:33][CH:32]=[CH:31][C:30]=2[CH3:35])[C:9]1=[O:43])=O)(C)(C)C.FC(F)(F)C(O)=O. (4) Given the product [Cl:1][C:2]1[CH:3]=[CH:4][C:5]([C:8]2[C:9]([C:16]3[CH:17]=[CH:18][CH:19]=[CH:20][CH:21]=3)=[C:10]([C:30]([O:41][C:37]([CH3:40])([CH3:39])[CH3:38])=[O:29])[N:11]3[C:15]=2[CH2:14][CH2:13][CH2:12]3)=[CH:6][CH:7]=1, predict the reactants needed to synthesize it. The reactants are: [Cl:1][C:2]1[CH:7]=[CH:6][C:5]([C:8]2[C:9]([C:16]3[CH:21]=[CH:20][CH:19]=[CH:18][CH:17]=3)=[CH:10][N:11]3[C:15]=2[CH2:14][CH2:13][CH2:12]3)=[CH:4][CH:3]=1.C(N(CC)CC)C.[O:29]=[C:30](Cl)OC(Cl)(Cl)Cl.[C:37]([OH:41])([CH3:40])([CH3:39])[CH3:38]. (5) Given the product [Cl:1][C:2]1[CH:7]=[CH:6][C:5]([CH:8]=[O:22])=[C:4]([F:11])[C:3]=1[O:12][C:13]1[CH:18]=[CH:17][CH:16]=[CH:15][CH:14]=1, predict the reactants needed to synthesize it. The reactants are: [Cl:1][C:2]1[CH:7]=[CH:6][C:5]([CH:8](Br)Br)=[C:4]([F:11])[C:3]=1[O:12][C:13]1[CH:18]=[CH:17][CH:16]=[CH:15][CH:14]=1.C([OH:22])(C)C.